This data is from Forward reaction prediction with 1.9M reactions from USPTO patents (1976-2016). The task is: Predict the product of the given reaction. Given the reactants Cl[C:2]1[CH:7]=[C:6]([C:8]2[CH:13]=[C:12]([CH3:14])[CH:11]=[C:10]([C:15]3[CH:20]=[CH:19][C:18]([C:21]([F:24])([F:23])[F:22])=[CH:17][CH:16]=3)[N:9]=2)[CH:5]=[CH:4][N:3]=1.[C:25]([NH:29][S:30]([C:33]1[CH:34]=[C:35](B(O)O)[CH:36]=[CH:37][CH:38]=1)(=[O:32])=[O:31])([CH3:28])([CH3:27])[CH3:26], predict the reaction product. The product is: [C:25]([NH:29][S:30]([C:33]1[CH:34]=[CH:35][CH:36]=[C:37]([C:2]2[CH:7]=[C:6]([C:8]3[CH:13]=[C:12]([CH3:14])[CH:11]=[C:10]([C:15]4[CH:20]=[CH:19][C:18]([C:21]([F:24])([F:23])[F:22])=[CH:17][CH:16]=4)[N:9]=3)[CH:5]=[CH:4][N:3]=2)[CH:38]=1)(=[O:32])=[O:31])([CH3:28])([CH3:26])[CH3:27].